Dataset: Forward reaction prediction with 1.9M reactions from USPTO patents (1976-2016). Task: Predict the product of the given reaction. (1) The product is: [C:1]([O:5][C:6]([N:8]([CH2:26][C:27]([O:29][C:30]([CH3:33])([CH3:32])[CH3:31])=[O:28])[C:9]1[CH:14]=[CH:13][CH:12]=[C:11]([CH:15]([CH2:46][C:45]2[CH:44]=[CH:43][C:42]([C:39]([CH3:41])([CH3:40])[CH2:38][CH2:37][CH2:36][C:35]([F:34])([F:51])[F:50])=[CH:49][CH:48]=2)[NH:16][S:17]([C:20]2[CH:25]=[CH:24][CH:23]=[CH:22][N:21]=2)(=[O:19])=[O:18])[N:10]=1)=[O:7])([CH3:4])([CH3:3])[CH3:2]. Given the reactants [C:1]([O:5][C:6]([N:8]([CH2:26][C:27]([O:29][C:30]([CH3:33])([CH3:32])[CH3:31])=[O:28])[C:9]1[CH:14]=[CH:13][CH:12]=[C:11]([CH2:15][NH:16][S:17]([C:20]2[CH:25]=[CH:24][CH:23]=[CH:22][N:21]=2)(=[O:19])=[O:18])[N:10]=1)=[O:7])([CH3:4])([CH3:3])[CH3:2].[F:34][C:35]([F:51])([F:50])[CH2:36][CH2:37][CH2:38][C:39]([C:42]1[CH:49]=[CH:48][C:45]([CH2:46]O)=[CH:44][CH:43]=1)([CH3:41])[CH3:40].C(P(CCCC)CCCC)CCC.CN(C)C(N=NC(N(C)C)=O)=O, predict the reaction product. (2) Given the reactants [CH3:1][C:2]1[O:6][N:5]=[C:4]([C:7]2[CH:12]=[CH:11][CH:10]=[CH:9][CH:8]=2)[C:3]=1[CH2:13][OH:14].Cl[C:16]1[CH:17]=[CH:18][C:19]2[N:20]([C:22]([CH3:25])=[N:23][N:24]=2)[N:21]=1, predict the reaction product. The product is: [CH3:25][C:22]1[N:20]2[N:21]=[C:16]([O:14][CH2:13][C:3]3[C:4]([C:7]4[CH:12]=[CH:11][CH:10]=[CH:9][CH:8]=4)=[N:5][O:6][C:2]=3[CH3:1])[CH:17]=[CH:18][C:19]2=[N:24][N:23]=1. (3) Given the reactants [CH:1]1([CH2:6][C@@H:7]([C:20]([NH:22][NH:23][C:24]2[C:29]([F:30])=[C:28]([NH:31][CH2:32][C:33]3[CH:38]=[CH:37][CH:36]=[CH:35][N:34]=3)[N:27]=[C:26]([CH3:39])[N:25]=2)=[O:21])[CH2:8][N:9]([O:12]CC2C=CC=CC=2)[CH:10]=[O:11])[CH2:5][CH2:4][CH2:3][CH2:2]1, predict the reaction product. The product is: [CH:1]1([CH2:6][C@@H:7]([C:20]([NH:22][NH:23][C:24]2[C:29]([F:30])=[C:28]([NH:31][CH2:32][C:33]3[CH:38]=[CH:37][CH:36]=[CH:35][N:34]=3)[N:27]=[C:26]([CH3:39])[N:25]=2)=[O:21])[CH2:8][N:9]([OH:12])[CH:10]=[O:11])[CH2:5][CH2:4][CH2:3][CH2:2]1. (4) The product is: [C:1]([O:4][CH2:5][C:6]([CH3:36])([CH3:35])[CH2:7][N:8]1[C:14]2[CH:15]=[CH:16][C:17]([Cl:19])=[CH:18][C:13]=2[C@@H:12]([C:20]2[CH:25]=[CH:24][CH:23]=[C:22]([O:26][CH3:27])[C:21]=2[O:28][CH3:29])[O:11][C@H:10]([CH2:30][C:31]([NH:42][C:43]2[CH:44]=[CH:45][C:46]3[O:50][C:49]([C:51]([O:53][CH3:54])=[O:52])=[CH:48][C:47]=3[CH:55]=2)=[O:32])[C:9]1=[O:34])(=[O:3])[CH3:2]. Given the reactants [C:1]([O:4][CH2:5][C:6]([CH3:36])([CH3:35])[CH2:7][N:8]1[C:14]2[CH:15]=[CH:16][C:17]([Cl:19])=[CH:18][C:13]=2[C@@H:12]([C:20]2[CH:25]=[CH:24][CH:23]=[C:22]([O:26][CH3:27])[C:21]=2[O:28][CH3:29])[O:11][C@H:10]([CH2:30][C:31](O)=[O:32])[C:9]1=[O:34])(=[O:3])[CH3:2].S(Cl)(Cl)=O.Cl.[NH2:42][C:43]1[CH:44]=[CH:45][C:46]2[O:50][C:49]([C:51]([O:53][CH3:54])=[O:52])=[CH:48][C:47]=2[CH:55]=1.C(N(CC)CC)C, predict the reaction product.